This data is from Full USPTO retrosynthesis dataset with 1.9M reactions from patents (1976-2016). The task is: Predict the reactants needed to synthesize the given product. Given the product [CH:30]([O:33][C:2]1[CH:3]=[C:4]([CH:25]=[CH:26][N:27]=1)[C:5]([NH:7][C:8]1[S:9][C:10]2[C:16]([N:17]3[CH2:22][CH2:21][O:20][CH2:19][CH2:18]3)=[CH:15][CH:14]=[C:13]([O:23][CH3:24])[C:11]=2[N:12]=1)=[O:6])([CH3:32])[CH3:31], predict the reactants needed to synthesize it. The reactants are: Br[C:2]1[CH:3]=[C:4]([CH:25]=[CH:26][N:27]=1)[C:5]([NH:7][C:8]1[S:9][C:10]2[C:16]([N:17]3[CH2:22][CH2:21][O:20][CH2:19][CH2:18]3)=[CH:15][CH:14]=[C:13]([O:23][CH3:24])[C:11]=2[N:12]=1)=[O:6].[H-].[Na+].[CH:30]([OH:33])([CH3:32])[CH3:31].